From a dataset of Forward reaction prediction with 1.9M reactions from USPTO patents (1976-2016). Predict the product of the given reaction. (1) The product is: [CH2:9]([C:3]1[CH2:1][N:19]([CH2:18][CH2:17][C:12]2[CH:13]=[CH:14][CH:15]=[CH:16][N:11]=2)[C:5](=[O:7])[CH:4]=1)[CH3:10]. Given the reactants [CH:1]([CH:3]([CH2:9][CH3:10])[CH2:4][C:5]([O:7]C)=O)=O.[N:11]1[CH:16]=[CH:15][CH:14]=[CH:13][C:12]=1[CH2:17][CH2:18][NH2:19], predict the reaction product. (2) The product is: [Cl:11][C:9]1[CH:8]=[C:7]([N:12]2[CH2:17][CH2:16][O:15][CH2:14][CH2:13]2)[N:6]=[C:5]([CH2:3][OH:2])[N:10]=1. Given the reactants C[O:2][C:3]([C:5]1[N:10]=[C:9]([Cl:11])[CH:8]=[C:7]([N:12]2[CH2:17][CH2:16][O:15][CH2:14][CH2:13]2)[N:6]=1)=O.[BH4-].[Na+], predict the reaction product. (3) Given the reactants [CH:1]1([OH:6])[CH2:5][CH2:4][CH:3]=[CH:2]1.C(N(CC)CC)C.ClCCl.[C:17](Cl)(=[O:21])[C:18]([CH3:20])=[CH2:19], predict the reaction product. The product is: [C:17]([O:6][CH:1]1[CH2:5][CH2:4][CH:3]=[CH:2]1)(=[O:21])[C:18]([CH3:20])=[CH2:19]. (4) Given the reactants [CH2:1]([S:3]([N:6]1[CH2:9][C:8]([CH2:18][C:19]#[N:20])([N:10]2[CH2:15][CH2:14][CH:13]([CH2:16][OH:17])[CH2:12][CH2:11]2)[CH2:7]1)(=[O:5])=[O:4])[CH3:2].CC(OI1(OC(C)=O)(OC(C)=O)OC(=O)C2C=CC=CC1=2)=O.[O-]S([O-])(=S)=O.[Na+].[Na+], predict the reaction product. The product is: [CH2:1]([S:3]([N:6]1[CH2:7][C:8]([CH2:18][C:19]#[N:20])([N:10]2[CH2:15][CH2:14][CH:13]([CH:16]=[O:17])[CH2:12][CH2:11]2)[CH2:9]1)(=[O:5])=[O:4])[CH3:2]. (5) The product is: [CH2:50]([O:1][C:2]1[CH:7]=[CH:6][C:5]([C:8]23[CH2:24][CH:12]4[CH2:13][C:14]([C:17]5[CH:18]=[CH:19][C:20]([O:23][CH2:7][C:2]#[CH:3])=[CH:21][CH:22]=5)([CH2:16][CH:10]([CH2:11]4)[CH:9]2[CH:25]2[C:32]4([C:34]5[CH:35]=[CH:36][C:37]([O:40][CH2:57][C:58]#[CH:59])=[CH:38][CH:39]=5)[CH2:33][CH:28]5[CH2:29][C:30]([C:42]6[CH:47]=[CH:46][C:45]([O:48][CH2:6][C:5]#[CH:4])=[CH:44][CH:43]=6)([CH2:41][CH:26]2[CH2:27]5)[CH2:31]4)[CH2:15]3)=[CH:4][CH:3]=1)[C:51]#[CH:52]. Given the reactants [OH:1][C:2]1[CH:7]=[CH:6][C:5]([C:8]23[CH2:24][CH:12]4[CH2:13][C:14]([C:17]5[CH:22]=[CH:21][C:20]([OH:23])=[CH:19][CH:18]=5)([CH2:16][CH:10]([CH2:11]4)[CH:9]2[CH:25]2[C:32]4([C:34]5[CH:39]=[CH:38][C:37]([OH:40])=[CH:36][CH:35]=5)[CH2:33][CH:28]5[CH2:29][C:30]([C:42]6[CH:47]=[CH:46][C:45]([OH:48])=[CH:44][CH:43]=6)([CH2:41][CH:26]2[CH2:27]5)[CH2:31]4)[CH2:15]3)=[CH:4][CH:3]=1.Br[CH2:50][C:51]#[CH:52].[OH-].[Na+].O1[CH2:59][CH2:58][CH2:57]C1, predict the reaction product. (6) The product is: [C:10]([C:7]1[CH:8]=[CH:9][C:4]([C:3]([OH:17])=[O:2])=[C:5]([NH:12][CH:13]2[CH2:16][CH2:15][CH2:14]2)[CH:6]=1)#[N:11]. Given the reactants C[O:2][C:3](=[O:17])[C:4]1[CH:9]=[CH:8][C:7]([C:10]#[N:11])=[CH:6][C:5]=1[NH:12][CH:13]1[CH2:16][CH2:15][CH2:14]1, predict the reaction product. (7) Given the reactants [CH3:1][O:2][C:3]1[CH:4]=[C:5]2[C:10](=[CH:11][CH:12]=1)[N+:9]([O-])=[CH:8][CH:7]=[CH:6]2.[OH-:14].[NH4+], predict the reaction product. The product is: [CH3:1][O:2][C:3]1[CH:4]=[C:5]2[C:10](=[CH:11][CH:12]=1)[NH:9][C:8](=[O:14])[CH:7]=[CH:6]2. (8) Given the reactants [CH3:1][Mg+].[Br-].CON(C)[C:7]([C:9]1[C:14](=[O:15])[C:13]([O:16][CH3:17])=[CH:12][N:11]([C:18]2[CH:23]=[CH:22][CH:21]=[C:20]([C:24]([F:27])([F:26])[F:25])[CH:19]=2)[N:10]=1)=[O:8], predict the reaction product. The product is: [C:7]([C:9]1[C:14](=[O:15])[C:13]([O:16][CH3:17])=[CH:12][N:11]([C:18]2[CH:23]=[CH:22][CH:21]=[C:20]([C:24]([F:27])([F:26])[F:25])[CH:19]=2)[N:10]=1)(=[O:8])[CH3:1].